The task is: Predict the product of the given reaction.. This data is from Forward reaction prediction with 1.9M reactions from USPTO patents (1976-2016). (1) Given the reactants CC1(C)S[C@@H]2[C@H](NC([C@H](N)C3C=CC=CC=3)=O)C(=O)N2[C@H]1C(O)=O.[O:25]=[CH:26][C@@H:27]([C@H:29]([C@H:31]([CH2:33][OH:34])[OH:32])[OH:30])[OH:28].CC(S[C@@H]1[O:44][C@H:43]([CH2:45][OH:46])[C@H:42]([OH:47])[C@H:41]([OH:48])[C@H:40]1[OH:49])C, predict the reaction product. The product is: [CH2:26]([OH:25])[C@@H:27]([C@H:29]([C@@H:31]([CH2:33][OH:34])[OH:32])[OH:30])[OH:28].[O:46]=[CH:45][C@@H:43]([C@H:42]([C@H:41]([CH2:40][OH:49])[OH:48])[OH:47])[OH:44]. (2) Given the reactants [H-].[K+].[C:3]([O:7][C:8](=[O:19])[NH:9][C:10]1[CH:15]=[CH:14][C:13](Br)=[CH:12][C:11]=1[O:17][CH3:18])([CH3:6])([CH3:5])[CH3:4].C([Li])(C)(C)C.[CH2:25]([Si:28](Cl)([CH3:30])[CH3:29])[CH:26]=[CH2:27], predict the reaction product. The product is: [C:3]([O:7][C:8](=[O:19])[NH:9][C:10]1[CH:15]=[CH:14][C:13]([Si:28]([CH2:25][CH:26]=[CH2:27])([CH3:30])[CH3:29])=[CH:12][C:11]=1[O:17][CH3:18])([CH3:6])([CH3:5])[CH3:4].